From a dataset of NCI-60 drug combinations with 297,098 pairs across 59 cell lines. Regression. Given two drug SMILES strings and cell line genomic features, predict the synergy score measuring deviation from expected non-interaction effect. Drug 1: C1CCC(CC1)NC(=O)N(CCCl)N=O. Drug 2: C1=CN(C=N1)CC(O)(P(=O)(O)O)P(=O)(O)O. Synergy scores: CSS=-5.12, Synergy_ZIP=-9.95, Synergy_Bliss=-25.0, Synergy_Loewe=-26.1, Synergy_HSA=-25.7. Cell line: SNB-19.